Dataset: Full USPTO retrosynthesis dataset with 1.9M reactions from patents (1976-2016). Task: Predict the reactants needed to synthesize the given product. (1) Given the product [F:25][C:26]1[C:31]([F:32])=[CH:30][C:29]([C:2]2[N:7]=[CH:6][N:5]=[C:4]([NH:8][C:9]3[CH:10]=[C:11]([CH:22]=[CH:23][CH:24]=3)[CH2:12][S:13](=[N:16][C:17](=[O:21])[O:18][CH2:19][CH3:20])([CH3:15])=[O:14])[N:3]=2)=[C:28]([O:36][CH3:37])[CH:27]=1, predict the reactants needed to synthesize it. The reactants are: Cl[C:2]1[N:7]=[CH:6][N:5]=[C:4]([NH:8][C:9]2[CH:10]=[C:11]([CH:22]=[CH:23][CH:24]=2)[CH2:12][S:13](=[N:16][C:17](=[O:21])[O:18][CH2:19][CH3:20])([CH3:15])=[O:14])[N:3]=1.[F:25][C:26]1[C:31]([F:32])=[CH:30][C:29](B(O)O)=[C:28]([O:36][CH3:37])[CH:27]=1. (2) Given the product [Br:42][CH2:43][CH2:44][CH2:45][CH2:46][C:7]1[N:8]([CH:11]2[CH2:16][CH2:15][CH2:14][CH2:13][O:12]2)[C:9]2[C:5]([N:6]=1)=[C:4]([N:17]1[CH2:22][CH2:21][O:20][CH2:19][CH2:18]1)[N:3]=[C:2]([Cl:1])[N:10]=2, predict the reactants needed to synthesize it. The reactants are: [Cl:1][C:2]1[N:10]=[C:9]2[C:5]([N:6]=[CH:7][N:8]2[CH:11]2[CH2:16][CH2:15][CH2:14][CH2:13][O:12]2)=[C:4]([N:17]2[CH2:22][CH2:21][O:20][CH2:19][CH2:18]2)[N:3]=1.CN(C)CCN(C)C.C([Li])CCC.CCCCCC.[Br:42][CH2:43][CH2:44][CH2:45][CH2:46]Br. (3) The reactants are: [CH2:1]([NH2:4])[CH2:2][NH2:3].[F:5][C:6]([F:18])([F:17])[O:7][C:8]1[CH:9]=[C:10]([CH:14]=[CH:15][CH:16]=1)[C:11](Cl)=O.[C:19](#[N:21])C. Given the product [F:5][C:6]([F:18])([F:17])[O:7][C:8]1[CH:9]=[C:10]([CH:14]=[CH:15][CH:16]=1)[CH2:11][N:3]1[CH2:2][CH2:1][N:4]([CH2:11][C:10]2[CH:14]=[CH:15][CH:16]=[C:8]([O:7][C:6]([F:5])([F:17])[F:18])[CH:9]=2)[C:19]1=[NH:21], predict the reactants needed to synthesize it. (4) Given the product [NH2:15][C:10]1[C:11]([C:13]#[N:14])=[N:12][C:7]([Cl:6])=[CH:8][C:9]=1[NH:18][CH3:19], predict the reactants needed to synthesize it. The reactants are: O.O.[Sn](Cl)Cl.[Cl:6][C:7]1[N:12]=[C:11]([C:13]#[N:14])[C:10]([N+:15]([O-])=O)=[C:9]([NH:18][CH3:19])[CH:8]=1.C(OCC)(=O)C.[OH-].[NH4+]. (5) Given the product [CH3:34][N:30]1[C:31]2[C:27](=[CH:26][C:25]([C:23]3[CH:24]=[C:19]([C:16]4[O:15][C:14]([CH:11]5[CH2:12][CH2:13][NH:8][CH2:9][CH2:10]5)=[N:18][N:17]=4)[C:20]([NH2:35])=[N:21][CH:22]=3)=[CH:33][CH:32]=2)[CH2:28][CH2:29]1, predict the reactants needed to synthesize it. The reactants are: C(OC([N:8]1[CH2:13][CH2:12][CH:11]([C:14]2[O:15][C:16]([C:19]3[C:20]([NH2:35])=[N:21][CH:22]=[C:23]([C:25]4[CH:26]=[C:27]5[C:31](=[CH:32][CH:33]=4)[N:30]([CH3:34])[CH:29]=[CH:28]5)[CH:24]=3)=[N:17][N:18]=2)[CH2:10][CH2:9]1)=O)(C)(C)C.C([SiH](CC)CC)C.C([O-])(O)=O.[Na+]. (6) Given the product [CH3:12][O:13][C:14]1[CH:22]=[C:21]2[C:17]([CH:18]=[N:19][NH:20]2)=[CH:16][C:15]=1[NH:23][C:2]1[C:3]2[C:10]([CH3:11])=[CH:9][NH:8][C:4]=2[N:5]=[CH:6][N:7]=1, predict the reactants needed to synthesize it. The reactants are: Cl[C:2]1[C:3]2[C:10]([CH3:11])=[CH:9][NH:8][C:4]=2[N:5]=[CH:6][N:7]=1.[CH3:12][O:13][C:14]1[CH:22]=[C:21]2[C:17]([CH:18]=[N:19][NH:20]2)=[CH:16][C:15]=1[NH2:23]. (7) Given the product [Br:1][C:2]1[CH:7]=[C:6]([O:8][CH3:9])[C:5]([O:10][CH3:11])=[CH:4][C:3]=1[CH2:12][Cl:16], predict the reactants needed to synthesize it. The reactants are: [Br:1][C:2]1[CH:7]=[C:6]([O:8][CH3:9])[C:5]([O:10][CH3:11])=[CH:4][C:3]=1[CH2:12]O.S(Cl)([Cl:16])=O. (8) The reactants are: [CH3:1][O:2][C:3]1[CH:40]=[CH:39][C:6]([CH2:7][N:8]([CH2:30][C:31]2[CH:36]=[CH:35][C:34]([O:37][CH3:38])=[CH:33][CH:32]=2)[C:9]2[N:14]=[CH:13][C:12]([C:15]3[C:16]4[CH2:29][CH2:28][NH:27][C:17]=4[N:18]=[C:19]([N:21]4[CH2:26][CH2:25][O:24][CH2:23][CH2:22]4)[N:20]=3)=[CH:11][N:10]=2)=[CH:5][CH:4]=1.Br[C:42]1[CH:43]=[C:44]([C:49]([N:51]2[CH2:56][CH2:55][O:54][CH2:53][CH2:52]2)=[O:50])[CH:45]=[CH:46][C:47]=1[Cl:48]. Given the product [CH3:38][O:37][C:34]1[CH:33]=[CH:32][C:31]([CH2:30][N:8]([CH2:7][C:6]2[CH:5]=[CH:4][C:3]([O:2][CH3:1])=[CH:40][CH:39]=2)[C:9]2[N:10]=[CH:11][C:12]([C:15]3[C:16]4[CH2:29][CH2:28][N:27]([C:46]5[CH:45]=[C:44]([C:49]([N:51]6[CH2:52][CH2:53][O:54][CH2:55][CH2:56]6)=[O:50])[CH:43]=[CH:42][C:47]=5[Cl:48])[C:17]=4[N:18]=[C:19]([N:21]4[CH2:26][CH2:25][O:24][CH2:23][CH2:22]4)[N:20]=3)=[CH:13][N:14]=2)=[CH:36][CH:35]=1, predict the reactants needed to synthesize it. (9) Given the product [CH3:1][O:2][C:3](=[O:10])[CH2:4][CH:5]([CH3:9])[C:6]([OH:8])=[O:7], predict the reactants needed to synthesize it. The reactants are: [CH3:1][O:2][C:3](=[O:10])[CH2:4][C:5](=[CH2:9])[C:6]([OH:8])=[O:7].N#N.